From a dataset of Reaction yield outcomes from USPTO patents with 853,638 reactions. Predict the reaction yield, written as a fraction of the theoretical maximum amount of product (1.0 means a 100% yield; for example, 0.34 means a 34% yield). (1) The reactants are S(=O)(=O)(O)O.[OH:6][C:7]1[CH:8]=[N:9][C:10]2[C:15]([C:16]=1[C:17]([OH:19])=[O:18])=[CH:14][C:13]([O:20][CH3:21])=[CH:12][CH:11]=2.[CH3:22]O. No catalyst specified. The product is [CH3:22][O:18][C:17]([C:16]1[C:15]2[C:10](=[CH:11][CH:12]=[C:13]([O:20][CH3:21])[CH:14]=2)[N:9]=[CH:8][C:7]=1[OH:6])=[O:19]. The yield is 0.970. (2) The reactants are [CH:1]([N:4]1[C:8]([CH:9]2[CH2:14][CH2:13][N:12]([CH:15]3[CH2:18]OC3)[CH2:11][CH2:10]2)=[CH:7][C:6]([C:19]2[CH:20]=[C:21]([C:26]([F:29])([F:28])[F:27])[C:22]([NH2:25])=[N:23][CH:24]=2)=[N:5]1)([CH3:3])[CH3:2].IC1C=C(C2CCN(CC#N)CC2)N(C(C)C)[N:32]=1. No catalyst specified. The product is [NH2:25][C:22]1[N:23]=[CH:24][C:19]([C:6]2[CH:7]=[C:8]([CH:9]3[CH2:14][CH2:13][N:12]([CH2:15][C:18]#[N:32])[CH2:11][CH2:10]3)[N:4]([CH:1]([CH3:2])[CH3:3])[N:5]=2)=[CH:20][C:21]=1[C:26]([F:27])([F:29])[F:28]. The yield is 0.300. (3) The reactants are [I:1][C:2]1[C:3]([C:11]2[CH:16]=[CH:15][CH:14]=[CH:13][CH:12]=2)=[N:4][CH:5]=[C:6]([O:9][CH3:10])[C:7]=1[NH2:8].[C:17]([N:25]=[C:26]=[S:27])(=[O:24])[C:18]1[CH:23]=[CH:22][CH:21]=[CH:20][CH:19]=1. The catalyst is CC(C)=O. The product is [C:17]([NH:25][C:26]([NH:8][C:7]1[C:6]([O:9][CH3:10])=[CH:5][N:4]=[C:3]([C:11]2[CH:12]=[CH:13][CH:14]=[CH:15][CH:16]=2)[C:2]=1[I:1])=[S:27])(=[O:24])[C:18]1[CH:23]=[CH:22][CH:21]=[CH:20][CH:19]=1. The yield is 0.670. (4) The reactants are O=[C:2]([C:23]1[CH:28]=[CH:27][N:26]=[CH:25][CH:24]=1)[C:3]#[C:4][C:5]1([O:18][Si](C)(C)C)[CH2:10][CH2:9][N:8]([C:11]([O:13][C:14]([CH3:17])([CH3:16])[CH3:15])=[O:12])[CH2:7][CH2:6]1.C(NCC)C.C[OH:35]. The catalyst is C(O)C. The product is [O:35]=[C:4]1[C:5]2([CH2:10][CH2:9][N:8]([C:11]([O:13][C:14]([CH3:15])([CH3:16])[CH3:17])=[O:12])[CH2:7][CH2:6]2)[O:18][C:2]([C:23]2[CH:28]=[CH:27][N:26]=[CH:25][CH:24]=2)=[CH:3]1. The yield is 0.570. (5) The reactants are [CH3:1][N:2]([CH2:12][CH2:13][CH2:14][N:15]1[C:24]2[C:19](=[CH:20][C:21]([N+:25]([O-])=O)=[CH:22][CH:23]=2)[CH2:18][CH2:17][CH2:16]1)[C:3](=[O:11])[O:4][C:5]1[CH:10]=[CH:9][CH:8]=[CH:7][CH:6]=1. The catalyst is C1COCC1.C(O)C.[Pd]. The product is [NH2:25][C:21]1[CH:20]=[C:19]2[C:24](=[CH:23][CH:22]=1)[N:15]([CH2:14][CH2:13][CH2:12][N:2]([CH3:1])[C:3](=[O:11])[O:4][C:5]1[CH:6]=[CH:7][CH:8]=[CH:9][CH:10]=1)[CH2:16][CH2:17][CH2:18]2. The yield is 0.890. (6) The reactants are [CH3:1][C:2]1[O:6]N=C(C)[C:3]=1C1C=NC2C3C=CC(C(O)(C)C)=CC=3N(C(C3CCOCC3)C3C=CC=CC=3)C=2C=1.[CH3:38][N:39]1[C:43]([C:44]2[CH:56]=[N:55][C:54]3[C:53]4[CH:52]=[CH:51][C:50]([CH2:57]C(OCC)=O)=[CH:49][C:48]=4[NH:47][C:46]=3[CH:45]=2)=[C:42]([CH3:63])[N:41]=[N:40]1.[F:64][C:65]1[CH:70]=[CH:69][C:68]([C@@H:71]([CH:73]2[CH2:78][CH2:77][O:76][CH2:75][CH2:74]2)O)=[CH:67][CH:66]=1. No catalyst specified. The product is [CH3:63][C:42]1[N:41]=[N:40][N:39]([CH3:38])[C:43]=1[C:44]1[CH:56]=[N:55][C:54]2[C:53]3[CH:52]=[CH:51][C:50]([CH2:57][C:2]([CH3:3])([OH:6])[CH3:1])=[CH:49][C:48]=3[N:47]([C@H:71]([C:68]3[CH:69]=[CH:70][C:65]([F:64])=[CH:66][CH:67]=3)[CH:73]3[CH2:78][CH2:77][O:76][CH2:75][CH2:74]3)[C:46]=2[CH:45]=1. The yield is 0.0400. (7) The reactants are Br[C:2]1[CH:7]=[CH:6][C:5]([Br:8])=[CH:4][N:3]=1.[Br-].[N:10]1[CH:15]=[CH:14][CH:13]=[CH:12][C:11]=1[Zn+]. The catalyst is C1C=CC([P]([Pd]([P](C2C=CC=CC=2)(C2C=CC=CC=2)C2C=CC=CC=2)([P](C2C=CC=CC=2)(C2C=CC=CC=2)C2C=CC=CC=2)[P](C2C=CC=CC=2)(C2C=CC=CC=2)C2C=CC=CC=2)(C2C=CC=CC=2)C2C=CC=CC=2)=CC=1.O1CCCC1. The product is [Br:8][C:5]1[CH:6]=[CH:7][C:2]([C:11]2[CH:12]=[CH:13][CH:14]=[CH:15][N:10]=2)=[N:3][CH:4]=1. The yield is 0.630. (8) The reactants are [NH2:1][C:2]1[N:7]=[CH:6][C:5]([O:8][C:9]2[CH:10]=[C:11]([NH:15][C:16]([C:18]3[C:23]([CH3:24])=[CH:22][CH:21]=[CH:20][N:19]=3)=[O:17])[CH:12]=[CH:13][CH:14]=2)=[CH:4][CH:3]=1.[N:25]([C:28]([O:30][CH2:31][CH3:32])=[O:29])=[C:26]=[S:27]. The catalyst is CS(C)=O.O. The product is [CH3:24][C:23]1[C:18]([C:16]([NH:15][C:11]2[CH:10]=[C:9]([CH:14]=[CH:13][CH:12]=2)[O:8][C:5]2[CH:4]=[CH:3][C:2]([NH:1][C:26]([NH:25][C:28](=[O:29])[O:30][CH2:31][CH3:32])=[S:27])=[N:7][CH:6]=2)=[O:17])=[N:19][CH:20]=[CH:21][CH:22]=1. The yield is 0.770. (9) The reactants are [Cl:1][C:2]1[CH:7]=[C:6]([Cl:8])[CH:5]=[CH:4][C:3]=1[C:9]1[N:10]=[C:11]([NH2:14])[NH:12][CH:13]=1.[C:15]([C:19]1[CH:38]=[CH:37][C:22]([O:23][C:24]2[CH:25]=[C:26]3[C:31](=[CH:32][CH:33]=2)[CH:30]=[N:29][C:28]([C:34](O)=[O:35])=[CH:27]3)=[CH:21][CH:20]=1)([CH3:18])([CH3:17])[CH3:16]. No catalyst specified. The product is [Cl:1][C:2]1[CH:7]=[C:6]([Cl:8])[CH:5]=[CH:4][C:3]=1[C:9]1[N:10]=[C:11]([NH:14][C:34]([C:28]2[N:29]=[CH:30][C:31]3[C:26]([CH:27]=2)=[CH:25][C:24]([O:23][C:22]2[CH:37]=[CH:38][C:19]([C:15]([CH3:18])([CH3:17])[CH3:16])=[CH:20][CH:21]=2)=[CH:33][CH:32]=3)=[O:35])[NH:12][CH:13]=1. The yield is 0.340. (10) The reactants are NC1C=CC([C:8]2[C:13]([S:14]([NH2:17])(=[O:16])=[O:15])=[CH:12][CH:11]=[C:10]([NH2:18])[CH:9]=2)=CC=1.[I:19][C:20]1[CH:25]=[CH:24][C:23]([N:26]=[C:27]=[O:28])=[CH:22][CH:21]=1.[K+].[Br-].NC(N)=O. No catalyst specified. The product is [CH:11]1[C:10]([NH:18][C:27]([NH:26][C:23]2[CH:22]=[CH:21][C:20]([I:19])=[CH:25][CH:24]=2)=[O:28])=[CH:9][CH:8]=[C:13]([S:14]([NH2:17])(=[O:15])=[O:16])[CH:12]=1. The yield is 0.465.